From a dataset of Full USPTO retrosynthesis dataset with 1.9M reactions from patents (1976-2016). Predict the reactants needed to synthesize the given product. Given the product [F:1][C:2]1[CH:7]=[CH:6][CH:5]=[CH:4][C:3]=1[C:8]#[C:9][C:11]1[O:15][C:14]([C:16]([O:18][CH3:19])=[O:17])=[CH:13][CH:12]=1, predict the reactants needed to synthesize it. The reactants are: [F:1][C:2]1[CH:7]=[CH:6][CH:5]=[CH:4][C:3]=1[C:8]#[CH:9].Br[C:11]1[O:15][C:14]([C:16]([O:18][CH3:19])=[O:17])=[CH:13][CH:12]=1.